From a dataset of Reaction yield outcomes from USPTO patents with 853,638 reactions. Predict the reaction yield, written as a fraction of the theoretical maximum amount of product (1.0 means a 100% yield; for example, 0.34 means a 34% yield). The reactants are [F:1]C1(F)N(C)CCN1C.[C:10]1([CH:16](O)[CH3:17])[CH:15]=[CH:14][CH:13]=[CH:12][CH:11]=1.C([O-])([O-])=O.[Na+].[Na+]. The catalyst is CC#N. The product is [F:1][CH:16]([C:10]1[CH:15]=[CH:14][CH:13]=[CH:12][CH:11]=1)[CH3:17]. The yield is 0.510.